Dataset: Reaction yield outcomes from USPTO patents with 853,638 reactions. Task: Predict the reaction yield, written as a fraction of the theoretical maximum amount of product (1.0 means a 100% yield; for example, 0.34 means a 34% yield). (1) The reactants are [Cl:1][C:2]1[CH:7]=[CH:6][C:5]([C:8]2[C:14]3[CH:15]=[C:16]([O:19][CH3:20])[CH:17]=[CH:18][C:13]=3[N:12]3[C:21]([CH3:24])=[N:22][N:23]=[C:11]3[C@H:10]([CH2:25][C:26]([NH:28][CH2:29][CH2:30][O:31][CH2:32][CH2:33][O:34][CH2:35][CH2:36][O:37][CH2:38][CH2:39][O:40][CH2:41][CH2:42][O:43][CH2:44][CH2:45][O:46][CH2:47][CH2:48][O:49][CH2:50][CH2:51][O:52][CH2:53][CH2:54][O:55][CH2:56][CH2:57][OH:58])=[O:27])[N:9]=2)=[CH:4][CH:3]=1.C(N(CC)CC)C.[CH3:66][S:67](Cl)(=[O:69])=[O:68]. The catalyst is C(Cl)Cl. The product is [CH3:66][S:67]([O:58][CH2:57][CH2:56][O:55][CH2:54][CH2:53][O:52][CH2:51][CH2:50][O:49][CH2:48][CH2:47][O:46][CH2:45][CH2:44][O:43][CH2:42][CH2:41][O:40][CH2:39][CH2:38][O:37][CH2:36][CH2:35][O:34][CH2:33][CH2:32][O:31][CH2:30][CH2:29][NH:28][C:26](=[O:27])[CH2:25][C@@H:10]1[N:9]=[C:8]([C:5]2[CH:6]=[CH:7][C:2]([Cl:1])=[CH:3][CH:4]=2)[C:14]2[CH:15]=[C:16]([O:19][CH3:20])[CH:17]=[CH:18][C:13]=2[N:12]2[C:21]([CH3:24])=[N:22][N:23]=[C:11]12)(=[O:69])=[O:68]. The yield is 0.910. (2) The reactants are [Cl:1][C:2]1[CH:16]=[CH:15][C:14]([Cl:17])=[CH:13][C:3]=1[C:4]([C:6]1[CH:11]=[CH:10][C:9](F)=[CH:8][CH:7]=1)=[O:5].[S:18]1[C:22]2[CH:23]=[CH:24][CH:25]=[CH:26][C:21]=2[N:20]=[C:19]1[SH:27].C(=O)([O-])[O-].[K+].[K+].O. The yield is 0.782. The catalyst is C1(C)C=CC=CC=1. The product is [Cl:1][C:2]1[CH:16]=[CH:15][C:14]([Cl:17])=[CH:13][C:3]=1[C:4]([C:6]1[CH:11]=[CH:10][C:9]([S:27][C:19]2[S:18][C:22]3[CH:23]=[CH:24][CH:25]=[CH:26][C:21]=3[N:20]=2)=[CH:8][CH:7]=1)=[O:5]. (3) The reactants are [I-].ClC1C=CC=C[N+]=1C.[CH2:10]([O:12][C:13](=[O:23])[NH:14][C:15]([N:17]1[CH2:22][CH2:21][O:20][CH2:19][CH2:18]1)=S)[CH3:11].Cl.Cl.[NH2:26][CH:27]([CH2:40][CH:41]1[CH2:46][CH2:45][CH2:44][CH2:43][CH2:42]1)[C:28]([NH:30][C:31]1([C:38]#[N:39])[CH2:36][CH2:35][N:34]([CH3:37])[CH2:33][CH2:32]1)=[O:29].C(N(CC)C(C)C)(C)C. The catalyst is ClCCl.C(O)(=O)CC(CC(O)=O)(C(O)=O)O. The product is [CH2:10]([O:12][C:13](=[O:23])[N:14]=[C:15]([NH:26][CH:27]([C:28](=[O:29])[NH:30][C:31]1([C:38]#[N:39])[CH2:32][CH2:33][N:34]([CH3:37])[CH2:35][CH2:36]1)[CH2:40][CH:41]1[CH2:46][CH2:45][CH2:44][CH2:43][CH2:42]1)[N:17]1[CH2:22][CH2:21][O:20][CH2:19][CH2:18]1)[CH3:11]. The yield is 0.260. (4) The reactants are [C:1]([O:5][C:6]([NH:8][C@H:9]([C:18]([O:20][CH:21]([CH3:23])[CH3:22])=[O:19])[CH2:10][C:11]1[CH:16]=[CH:15][C:14]([OH:17])=[CH:13][CH:12]=1)=[O:7])([CH3:4])([CH3:3])[CH3:2].[F:24][C:25]([F:38])([F:37])[S:26](O[S:26]([C:25]([F:38])([F:37])[F:24])(=[O:28])=[O:27])(=[O:28])=[O:27].N1C=CC=CC=1. The catalyst is C(Cl)Cl.O. The product is [C:1]([O:5][C:6]([NH:8][C@H:9]([C:18]([O:20][CH:21]([CH3:23])[CH3:22])=[O:19])[CH2:10][C:11]1[CH:12]=[CH:13][C:14]([O:17][S:26]([C:25]([F:38])([F:37])[F:24])(=[O:28])=[O:27])=[CH:15][CH:16]=1)=[O:7])([CH3:3])([CH3:4])[CH3:2]. The yield is 0.890. (5) The reactants are CC(C)=O.[CH2:5]([N:7]([CH2:44][CH3:45])[CH2:8][CH2:9][CH2:10][NH:11][C:12]1[N:13]=[C:14]([C:31]2[CH:32]=[C:33]([CH:40]=[CH:41][C:42]=2[CH3:43])[C:34]([NH:36][CH2:37][CH2:38][CH3:39])=[O:35])[C:15]2[CH2:20][NH:19][C:18](=[O:21])[N:17]([C:22]3[C:27]([F:28])=[CH:26][CH:25]=[CH:24][C:23]=3[F:29])[C:16]=2[N:30]=1)[CH3:6].[C:46]([OH:53])(=[O:52])/[CH:47]=[CH:48]/[C:49]([OH:51])=[O:50]. The catalyst is O. The product is [C:46]([OH:53])(=[O:52])/[CH:47]=[CH:48]/[C:49]([OH:51])=[O:50].[CH2:44]([N:7]([CH2:5][CH3:6])[CH2:8][CH2:9][CH2:10][NH:11][C:12]1[N:13]=[C:14]([C:31]2[CH:32]=[C:33]([CH:40]=[CH:41][C:42]=2[CH3:43])[C:34]([NH:36][CH2:37][CH2:38][CH3:39])=[O:35])[C:15]2[CH2:20][NH:19][C:18](=[O:21])[N:17]([C:22]3[C:23]([F:29])=[CH:24][CH:25]=[CH:26][C:27]=3[F:28])[C:16]=2[N:30]=1)[CH3:45]. The yield is 0.854. (6) The reactants are [F:1][C:2]1[C:3]([CH3:23])=[CH:4][CH:5]=[C:6]2[C:11]=1[N:10]=[C:9]([C:12]([O:14][CH3:15])=[O:13])[CH:8]=[C:7]2[C:16]1[CH:21]=[CH:20][C:19]([F:22])=[CH:18][CH:17]=1.C(OOC(=O)C1C=CC=CC=1)(=O)C1C=CC=CC=1.C1C(=O)N([Br:49])C(=O)C1. The catalyst is C(Cl)(Cl)(Cl)Cl. The product is [Br:49][CH2:23][C:3]1[C:2]([F:1])=[C:11]2[C:6]([C:7]([C:16]3[CH:21]=[CH:20][C:19]([F:22])=[CH:18][CH:17]=3)=[CH:8][C:9]([C:12]([O:14][CH3:15])=[O:13])=[N:10]2)=[CH:5][CH:4]=1. The yield is 0.850. (7) The reactants are [F:1][C:2]1[CH:7]=[CH:6][CH:5]=[C:4]([F:8])[C:3]=1[N:9]1[C:14]2[N:15]=[C:16](S(C)=O)[N:17]=[C:18]([C:19]3[CH:20]=[C:21]([CH:32]=[CH:33][C:34]=3[CH3:35])[C:22]([NH:24][C:25]3[CH:30]=[CH:29][C:28]([F:31])=[CH:27][CH:26]=3)=[O:23])[C:13]=2[CH2:12][NH:11][C:10]1=[O:39].CN(C=O)C.Cl.Cl.[NH:47]1[CH:51]=[CH:50][N:49]=[C:48]1[CH2:52][NH2:53].C(N(CC)C(C)C)(C)C. The catalyst is C1COCC1.C(Cl)Cl. The product is [F:1][C:2]1[CH:7]=[CH:6][CH:5]=[C:4]([F:8])[C:3]=1[N:9]1[C:14]2[N:15]=[C:16]([NH:53][CH2:52][C:48]3[NH:47][CH:51]=[CH:50][N:49]=3)[N:17]=[C:18]([C:19]3[CH:20]=[C:21]([CH:32]=[CH:33][C:34]=3[CH3:35])[C:22]([NH:24][C:25]3[CH:30]=[CH:29][C:28]([F:31])=[CH:27][CH:26]=3)=[O:23])[C:13]=2[CH2:12][NH:11][C:10]1=[O:39]. The yield is 0.330. (8) The reactants are [P:1](Cl)(Cl)([O:3][C:4]1[CH:9]=[CH:8][CH:7]=[CH:6][CH:5]=1)=[O:2].Cl.[NH2:13][C@@H:14]([CH3:22])[C:15]([O:17][CH2:18][CH2:19][CH2:20][CH3:21])=[O:16].C(N(CC)CC)C.[N+:30]([C:33]1[CH:38]=[CH:37][C:36]([OH:39])=[CH:35][CH:34]=1)([O-:32])=[O:31]. The catalyst is C(Cl)Cl. The product is [N+:30]([C:33]1[CH:38]=[CH:37][C:36]([O:39][P:1]([NH:13][C@@H:14]([CH3:22])[C:15]([O:17][CH2:18][CH2:19][CH2:20][CH3:21])=[O:16])([O:3][C:4]2[CH:9]=[CH:8][CH:7]=[CH:6][CH:5]=2)=[O:2])=[CH:35][CH:34]=1)([O-:32])=[O:31]. The yield is 0.786. (9) The reactants are [CH3:1][C:2]1[CH:3]=[CH:4][C:5]2[N:6]([C:8]([CH2:18][C:19]([OH:21])=O)=[C:9]([C:11]3[CH:16]=[CH:15][C:14]([CH3:17])=[CH:13][CH:12]=3)[N:10]=2)[CH:7]=1.C(Cl)(=O)C([Cl:25])=O. The catalyst is ClCCl.CN(C)C=O. The product is [ClH:25].[CH3:1][C:2]1[CH:3]=[CH:4][C:5]2[N:6]([C:8]([CH2:18][C:19]([Cl:25])=[O:21])=[C:9]([C:11]3[CH:16]=[CH:15][C:14]([CH3:17])=[CH:13][CH:12]=3)[N:10]=2)[CH:7]=1. The yield is 1.00. (10) The reactants are [CH3:1]CN(C(C)C)C(C)C.[CH3:10][CH2:11][C@H:12]([C@H:14]([NH:59][C:60]([C@@H:62]1[N:67]([CH3:68])[CH2:66][CH2:65][CH2:64][CH2:63]1)=[O:61])[C:15]([N:17]([C@@H:26]([CH:56]([CH3:58])[CH3:57])[CH2:27][C@@H:28]([O:52][C:53]([CH3:55])=[O:54])[C:29]1[S:33][CH:32]=[C:31]([C:34]([NH:36][C@H:37]([CH2:46][C@@H:47]([C:49]([OH:51])=[O:50])[CH3:48])[CH2:38][C:39]2[CH:40]=[CH:41][C:42](O)=[CH:43][CH:44]=2)=[O:35])[N:30]=1)[CH2:18][O:19][C:20]([CH2:22][CH:23]([CH3:25])[CH3:24])=[O:21])=[O:16])[CH3:13]. The catalyst is CN(C=O)C. The product is [CH3:10][CH2:11][C@@H:12]([C@H:14]([NH:59][C:60]([C@@H:62]1[N:67]([CH3:68])[CH2:66][CH2:65][CH2:64][CH2:63]1)=[O:61])[C:15]([N:17]([C@@H:26]([CH:56]([CH3:58])[CH3:57])[CH2:27][C@@H:28]([O:52][C:53]([CH3:55])=[O:54])[C:29]1[S:33][CH:32]=[C:31]([C:34]([NH:36][C@H:37]([CH2:46][C@@H:47]([C:49]([OH:51])=[O:50])[CH3:48])[CH2:38][C:39]2[CH:44]=[CH:43][C:42]([CH3:1])=[CH:41][CH:40]=2)=[O:35])[N:30]=1)[CH2:18][O:19][C:20]([CH2:22][CH:23]([CH3:25])[CH3:24])=[O:21])=[O:16])[CH3:13]. The yield is 1.00.